Predict the product of the given reaction. From a dataset of Forward reaction prediction with 1.9M reactions from USPTO patents (1976-2016). (1) Given the reactants Cl[CH2:2][C:3]1[NH:7][C:6]2[CH:8]=[C:9]([N+:16]([O-:18])=[O:17])[CH:10]=[C:11]([C:12]([O:14][CH3:15])=[O:13])[C:5]=2[N:4]=1.[C:19]([O-:22])(=[O:21])[CH3:20].[Na+], predict the reaction product. The product is: [C:19]([O:22][CH2:2][C:3]1[NH:7][C:6]2[CH:8]=[C:9]([N+:16]([O-:18])=[O:17])[CH:10]=[C:11]([C:12]([O:14][CH3:15])=[O:13])[C:5]=2[N:4]=1)(=[O:21])[CH3:20]. (2) Given the reactants [CH3:1][S:2]([C:5]1[CH:32]=[CH:31][C:8]([CH2:9][NH:10][C:11]([C:13]2[C:18](=[O:19])[C:17](Br)=[C:16]([CH3:21])[N:15]([CH2:22][C:23]3[CH:28]=[CH:27][C:26]([C:29]#[N:30])=[CH:25][CH:24]=3)[CH:14]=2)=[O:12])=[CH:7][CH:6]=1)(=[O:4])=[O:3].[C:33]1(B(O)O)[CH:38]=[CH:37][CH:36]=[CH:35][CH:34]=1.C([O-])([O-])=O.[K+].[K+], predict the reaction product. The product is: [CH3:1][S:2]([C:5]1[CH:32]=[CH:31][C:8]([CH2:9][NH:10][C:11]([C:13]2[C:18](=[O:19])[C:17]([C:33]3[CH:38]=[CH:37][CH:36]=[CH:35][CH:34]=3)=[C:16]([CH3:21])[N:15]([CH2:22][C:23]3[CH:28]=[CH:27][C:26]([C:29]#[N:30])=[CH:25][CH:24]=3)[CH:14]=2)=[O:12])=[CH:7][CH:6]=1)(=[O:4])=[O:3]. (3) The product is: [Br:1][C:2]1[CH:3]=[C:4]([CH2:5][O:6][C:27]2[C:22]([NH:21][S:18]([C:12]3[CH:13]=[CH:14][CH:15]=[C:16]([Cl:17])[C:11]=3[Cl:10])(=[O:20])=[O:19])=[N:23][CH:24]=[C:25]([Cl:29])[N:26]=2)[CH:7]=[CH:8][CH:9]=1. Given the reactants [Br:1][C:2]1[CH:3]=[C:4]([CH:7]=[CH:8][CH:9]=1)[CH2:5][OH:6].[Cl:10][C:11]1[C:16]([Cl:17])=[CH:15][CH:14]=[CH:13][C:12]=1[S:18]([NH:21][C:22]1[C:27](Cl)=[N:26][C:25]([Cl:29])=[CH:24][N:23]=1)(=[O:20])=[O:19], predict the reaction product. (4) Given the reactants [CH3:1][C:2]([C:5]1[C:10]([C:11]2[CH:16]=[C:15]([O:17][CH3:18])[CH:14]=[CH:13][C:12]=2[F:19])=[CH:9][C:8]([CH2:20][O:21][C:22]2[CH:27]=[CH:26][C:25]([C@@H:28]([C:35]3[CH:40]=[CH:39][CH:38]=[CH:37][CH:36]=3)[CH2:29][C:30]([O:32]CC)=[O:31])=[CH:24][CH:23]=2)=[CH:7][CH:6]=1)([CH3:4])[CH3:3].C1COCC1.CCO.[OH-].[Na+], predict the reaction product. The product is: [CH3:4][C:2]([C:5]1[C:10]([C:11]2[CH:16]=[C:15]([O:17][CH3:18])[CH:14]=[CH:13][C:12]=2[F:19])=[CH:9][C:8]([CH2:20][O:21][C:22]2[CH:27]=[CH:26][C:25]([C@@H:28]([C:35]3[CH:36]=[CH:37][CH:38]=[CH:39][CH:40]=3)[CH2:29][C:30]([OH:32])=[O:31])=[CH:24][CH:23]=2)=[CH:7][CH:6]=1)([CH3:1])[CH3:3]. (5) The product is: [CH2:20]([O:19][C:13]1[CH:12]=[C:11]([C:9]([C:6]2[CH:5]=[CH:4][C:3]([NH:2][CH3:1])=[CH:8][CH:7]=2)=[O:10])[CH:16]=[CH:15][C:14]=1[O:17][CH3:18])[CH3:21]. Given the reactants [CH3:1][N:2](C)[C:3]1[CH:8]=[CH:7][C:6]([CH:9]([C:11]2[CH:16]=[CH:15][C:14]([O:17][CH3:18])=[C:13]([O:19][CH2:20][CH3:21])[CH:12]=2)[OH:10])=[CH:5][CH:4]=1, predict the reaction product.